Predict the product of the given reaction. From a dataset of Forward reaction prediction with 1.9M reactions from USPTO patents (1976-2016). Given the reactants [CH3:1][O:2][C:3]1[CH:8]=[CH:7][N:6]=[CH:5][CH:4]=1.Cl[C:10]([O:12][C:13]1[CH:18]=[CH:17][CH:16]=[CH:15][CH:14]=1)=[O:11].[CH3:19][Mg]Br, predict the reaction product. The product is: [CH3:1][O:2][C:3]1[CH:8]=[CH:7][N:6]([C:10]([O:12][C:13]2[CH:18]=[CH:17][CH:16]=[CH:15][CH:14]=2)=[O:11])[CH:5]([CH3:19])[CH:4]=1.